From a dataset of Peptide-MHC class I binding affinity with 185,985 pairs from IEDB/IMGT. Regression. Given a peptide amino acid sequence and an MHC pseudo amino acid sequence, predict their binding affinity value. This is MHC class I binding data. (1) The peptide sequence is PYDCKELRL. The MHC is HLA-A31:01 with pseudo-sequence HLA-A31:01. The binding affinity (normalized) is 0.0847. (2) The peptide sequence is LLRDNRAAL. The MHC is HLA-A01:01 with pseudo-sequence HLA-A01:01. The binding affinity (normalized) is 0.0847. (3) The peptide sequence is YLLGDSDSV. The MHC is HLA-A02:02 with pseudo-sequence HLA-A02:02. The binding affinity (normalized) is 0.849. (4) The peptide sequence is DSIPISELSR. The MHC is HLA-A03:01 with pseudo-sequence HLA-A03:01. The binding affinity (normalized) is 0.00994. (5) The peptide sequence is ISPRTLNAW. The MHC is Patr-B0101 with pseudo-sequence Patr-B0101. The binding affinity (normalized) is 0. (6) The peptide sequence is HPRARSMSS. The MHC is HLA-B08:02 with pseudo-sequence HLA-B08:02. The binding affinity (normalized) is 0.0847. (7) The peptide sequence is FRDRGQHVL. The MHC is HLA-B15:09 with pseudo-sequence HLA-B15:09. The binding affinity (normalized) is 1.00. (8) The peptide sequence is WSPRIKFLDL. The MHC is H-2-Db with pseudo-sequence H-2-Db. The binding affinity (normalized) is 0.222.